Dataset: Forward reaction prediction with 1.9M reactions from USPTO patents (1976-2016). Task: Predict the product of the given reaction. (1) The product is: [C:18]([O:17][C:15]([NH:5][CH2:6][CH2:7][CH2:8][CH2:9][CH2:10][C:11]([O:13][CH3:14])=[O:12])=[O:16])([CH3:21])([CH3:20])[CH3:19]. Given the reactants CN(C)C.[NH2:5][CH2:6][CH2:7][CH2:8][CH2:9][CH2:10][C:11]([O:13][CH3:14])=[O:12].[C:15](O[C:15]([O:17][C:18]([CH3:21])([CH3:20])[CH3:19])=[O:16])([O:17][C:18]([CH3:21])([CH3:20])[CH3:19])=[O:16], predict the reaction product. (2) Given the reactants [Cl:1][C:2]1[CH:7]=[CH:6][CH:5]=[CH:4][C:3]=1[NH:8][C:9]1[O:10][CH2:11][C:12](=[O:19])[C:13]=1[C:14]([O:16][CH2:17][CH3:18])=[O:15].[NH:20]1[C:28]2[C:23](=[CH:24][CH:25]=[CH:26][N:27]=2)[C:22]([CH:29]=O)=[CH:21]1.N1CCCCC1, predict the reaction product. The product is: [NH:20]1[C:28]2=[N:27][CH:26]=[CH:25][CH:24]=[C:23]2[C:22]([CH:29]=[C:11]2[O:10][C:9]([NH:8][C:3]3[CH:4]=[CH:5][CH:6]=[CH:7][C:2]=3[Cl:1])=[C:13]([C:14]([O:16][CH2:17][CH3:18])=[O:15])[C:12]2=[O:19])=[CH:21]1. (3) Given the reactants [Cl:1][C:2]1[CH:7]=[C:6]([F:8])[CH:5]=[CH:4][C:3]=1[CH2:9][NH2:10].[CH3:11][CH:12]([C:14]1[C:18]([CH2:19][C:20](O)=[O:21])=[C:17]([CH:23]([CH3:25])[CH3:24])[O:16][N:15]=1)[CH3:13].CCN=C=NCCCN(C)C.Cl.ON1C2C=CC=CC=2N=N1.C(N1CCOCC1)C, predict the reaction product. The product is: [CH3:13][CH:12]([C:14]1[C:18]([CH2:19][C:20]([NH:10][CH2:9][C:3]2[CH:4]=[CH:5][C:6]([F:8])=[CH:7][C:2]=2[Cl:1])=[O:21])=[C:17]([CH:23]([CH3:25])[CH3:24])[O:16][N:15]=1)[CH3:11]. (4) Given the reactants [OH-].[Li+].[Cl:3][C:4]1[C:9]([C:10]2[C:15]([F:16])=[CH:14][C:13]([F:17])=[CH:12][C:11]=2[F:18])=[C:8]([N:19]([CH2:22][CH:23]2[CH2:25][CH2:24]2)[O:20][CH3:21])[N:7]=[C:6]([C:26]#[N:27])[N:5]=1.Cl.[CH3:29][O:30][NH2:31], predict the reaction product. The product is: [CH3:29][O:30][NH:31][C:26]([C:6]1[N:5]=[C:4]([Cl:3])[C:9]([C:10]2[C:15]([F:16])=[CH:14][C:13]([F:17])=[CH:12][C:11]=2[F:18])=[C:8]([N:19]([CH2:22][CH:23]2[CH2:25][CH2:24]2)[O:20][CH3:21])[N:7]=1)=[NH:27]. (5) The product is: [NH2:1][C:2]1[N:3]=[CH:4][C:5]([C:8]2[C:9]([F:30])=[C:10]([C:23]([CH:26]3[CH2:27][CH2:28][CH2:29]3)=[CH:24][CH:25]=2)[O:11][CH2:12][C:13]2[O:17][C:16]([C:18]([OH:20])=[O:19])=[CH:15][CH:14]=2)=[N:6][CH:7]=1. Given the reactants [NH2:1][C:2]1[N:3]=[CH:4][C:5]([C:8]2[C:9]([F:30])=[C:10]([C:23]([CH:26]3[CH2:29][CH2:28][CH2:27]3)=[CH:24][CH:25]=2)[O:11][CH2:12][C:13]2[O:17][C:16]([C:18]([O:20]CC)=[O:19])=[CH:15][CH:14]=2)=[N:6][CH:7]=1.[Li+].[OH-], predict the reaction product. (6) Given the reactants O=C1C2C(=CC=CC=2)N=C(C(OCC)=O)N1.[Cl:17][C:18]1[CH:23]=[CH:22][CH:21]=[CH:20][C:19]=1[C:24]1[C:32]2[C:31](=[O:33])[NH:30][C:29]([C:34]([O:36]CC)=O)=[N:28][C:27]=2[S:26][CH:25]=1.C1(C(C2C=CC=CC=2)(C2C=CC=CC=2)N2C=NC(CCCOC3C=C(CN)C=CN=3)=N2)C=CC=CC=1.C1(C(C2C=CC=CC=2)(C2C=CC=CC=2)[N:82]2[CH:86]=[N:85][C:84]([O:87][CH2:88][CH2:89][O:90][C:91]3[CH:92]=[C:93]([CH2:97][NH2:98])[CH:94]=[CH:95][CH:96]=3)=[N:83]2)C=CC=CC=1, predict the reaction product. The product is: [Cl:17][C:18]1[CH:23]=[CH:22][CH:21]=[CH:20][C:19]=1[C:24]1[C:32]2[C:31](=[O:33])[NH:30][C:29]([C:34]([NH:98][CH2:97][C:93]3[CH:94]=[CH:95][CH:96]=[C:91]([O:90][CH2:89][CH2:88][O:87][C:84]4[N:85]=[CH:86][NH:82][N:83]=4)[CH:92]=3)=[O:36])=[N:28][C:27]=2[S:26][CH:25]=1. (7) Given the reactants C(O[C:6]([N:8]1[C@H:17]([C:18](=[O:40])[NH:19][C@H:20]([C:36]([O:38]C)=[O:37])[CH2:21][C:22]2[CH:27]=[CH:26][C:25]([C:28]3[CH:33]=[CH:32][N:31]=[C:30]([CH3:34])[C:29]=3[CH3:35])=[CH:24][CH:23]=2)[CH2:16][C:15]2[CH:14]=[C:13]3[O:41][CH2:42][C@H:43]([C:45]4[CH:50]=[CH:49][C:48]([OH:51])=[CH:47][CH:46]=4)[O:44][C:12]3=[CH:11][C:10]=2[CH2:9]1)=[O:7])(C)(C)C.[CH3:52][C:53]1[CH:54]=[C:55]([CH:58]=[CH:59][C:60]=1[CH3:61])[CH2:56]Br.C(=O)([O-])[O-].[K+].[K+].C(Cl)CCl.[CH3:72][C:73]1[O:74][C:75]([CH3:81])=[C:76](C(O)=O)[N:77]=1, predict the reaction product. The product is: [CH3:52][C:53]1[CH:54]=[C:55]([CH:58]=[CH:59][C:60]=1[CH3:61])[CH2:56][O:51][C:48]1[CH:47]=[CH:46][C:45]([C@H:43]2[CH2:42][O:41][C:13]3=[CH:14][C:15]4[CH2:16][C@@H:17]([C:18]([NH:19][C@@H:20]([CH2:21][C:22]5[CH:23]=[CH:24][C:25]([C:28]6[CH:33]=[CH:32][N:31]=[C:30]([CH3:34])[C:29]=6[CH3:35])=[CH:26][CH:27]=5)[C:36]([OH:38])=[O:37])=[O:40])[N:8]([C:6]([C:76]5[N:77]=[C:73]([CH3:72])[O:74][C:75]=5[CH3:81])=[O:7])[CH2:9][C:10]=4[CH:11]=[C:12]3[O:44]2)=[CH:50][CH:49]=1.